From a dataset of Peptide-MHC class I binding affinity with 185,985 pairs from IEDB/IMGT. Regression. Given a peptide amino acid sequence and an MHC pseudo amino acid sequence, predict their binding affinity value. This is MHC class I binding data. (1) The peptide sequence is VELQIGWTV. The MHC is HLA-A68:02 with pseudo-sequence HLA-A68:02. The binding affinity (normalized) is 0.0847. (2) The peptide sequence is HPDIVIYQY. The MHC is HLA-A29:02 with pseudo-sequence HLA-A29:02. The binding affinity (normalized) is 0.131. (3) The peptide sequence is LHHAFVDSI. The MHC is H-2-Kb with pseudo-sequence H-2-Kb. The binding affinity (normalized) is 0.250.